From a dataset of Forward reaction prediction with 1.9M reactions from USPTO patents (1976-2016). Predict the product of the given reaction. Given the reactants C([O:3][C:4]([C:6]1[CH:10]=[C:9]([CH2:11][OH:12])[N:8]([CH2:13][C:14]2[CH:18]=[C:17]([C:19]3[S:20][C:21]([Cl:24])=[CH:22][CH:23]=3)[O:16][N:15]=2)[N:7]=1)=[O:5])C.[OH-].[Na+].Cl, predict the reaction product. The product is: [Cl:24][C:21]1[S:20][C:19]([C:17]2[O:16][N:15]=[C:14]([CH2:13][N:8]3[C:9]([CH2:11][OH:12])=[CH:10][C:6]([C:4]([OH:5])=[O:3])=[N:7]3)[CH:18]=2)=[CH:23][CH:22]=1.